This data is from Reaction yield outcomes from USPTO patents with 853,638 reactions. The task is: Predict the reaction yield, written as a fraction of the theoretical maximum amount of product (1.0 means a 100% yield; for example, 0.34 means a 34% yield). (1) The reactants are CS(Cl)(=O)=O.[N:6]1[CH:11]=[CH:10][C:9]([C:12]2[N:13]=[C:14]([NH:17][C:18]3[CH:23]=[CH:22][C:21]([CH2:24][CH2:25]O)=[CH:20][CH:19]=3)[S:15][CH:16]=2)=[CH:8][CH:7]=1.C[CH2:28][N:29](C(C)C)[CH:30](C)C. The catalyst is C(Cl)Cl. The product is [CH3:28][N:29]([CH3:30])[CH2:25][CH2:24][C:21]1[CH:22]=[CH:23][C:18]([NH:17][C:14]2[S:15][CH:16]=[C:12]([C:9]3[CH:10]=[CH:11][N:6]=[CH:7][CH:8]=3)[N:13]=2)=[CH:19][CH:20]=1. The yield is 0.560. (2) The product is [NH:12]1[CH:13]=[C:9]([C:6]2[CH:5]=[CH:4][C:3]([OH:2])=[CH:8][CH:7]=2)[N:10]=[N:11]1. The catalyst is C(OCC)(=O)C. The reactants are C[O:2][C:3]1[CH:8]=[CH:7][C:6]([C:9]2[N:10]=[N:11][NH:12][CH:13]=2)=[CH:5][CH:4]=1.Br.O. The yield is 0.400.